Dataset: Catalyst prediction with 721,799 reactions and 888 catalyst types from USPTO. Task: Predict which catalyst facilitates the given reaction. The catalyst class is: 24. Product: [CH3:1][O:2][C:3](=[O:14])[CH2:4][O:5][C:6]1[CH:11]=[CH:10][C:9]([CH:12]=[N:17][OH:16])=[CH:8][CH:7]=1. Reactant: [CH3:1][O:2][C:3](=[O:14])[CH2:4][O:5][C:6]1[CH:11]=[CH:10][C:9]([CH:12]=O)=[CH:8][CH:7]=1.Cl.[OH:16][NH2:17].C([O-])(=O)C.[Na+].